Dataset: Full USPTO retrosynthesis dataset with 1.9M reactions from patents (1976-2016). Task: Predict the reactants needed to synthesize the given product. (1) Given the product [CH3:33][C:30]1[CH:29]=[CH:28][C:27]([S:24]([NH:23][C@H:19]([CH2:18][C:16]2[N:15]=[N:14][N:13]([C@H:9]3[C:10]4[C:5](=[CH:4][C:3]([CH2:1][N:38]5[CH2:43][CH2:42][CH2:41][CH2:40][CH2:39]5)=[CH:12][CH:11]=4)[CH2:6][CH2:7][CH2:8]3)[CH:17]=2)[C:20]([OH:22])=[O:21])(=[O:25])=[O:26])=[CH:32][CH:31]=1, predict the reactants needed to synthesize it. The reactants are: [CH:1]([C:3]1[CH:4]=[C:5]2[C:10](=[CH:11][CH:12]=1)[CH:9]([N:13]1[CH:17]=[C:16]([CH2:18][C@@H:19]([NH:23][S:24]([C:27]3[CH:32]=[CH:31][C:30]([CH3:33])=[CH:29][CH:28]=3)(=[O:26])=[O:25])[C:20]([OH:22])=[O:21])[N:15]=[N:14]1)[CH2:8][CH2:7][CH2:6]2)=O.CC(O)=O.[NH:38]1[CH2:43][CH2:42][CH2:41][CH2:40][CH2:39]1. (2) The reactants are: COC(=O)[NH:4][C:5]12[CH2:12][CH2:11][C:8]([C:13]3[NH:21][C:20]4[C:19](=[O:22])[N:18]([CH2:23][CH2:24][CH3:25])[C:17](=[O:26])[N:16]([CH2:27][CH2:28][CH3:29])[C:15]=4[N:14]=3)([CH2:9][CH2:10]1)[CH2:7][CH2:6]2. Given the product [NH2:4][C:5]12[CH2:12][CH2:11][C:8]([C:13]3[NH:21][C:20]4[C:19](=[O:22])[N:18]([CH2:23][CH2:24][CH3:25])[C:17](=[O:26])[N:16]([CH2:27][CH2:28][CH3:29])[C:15]=4[N:14]=3)([CH2:9][CH2:10]1)[CH2:7][CH2:6]2, predict the reactants needed to synthesize it. (3) Given the product [CH:1]1[C:10]2[C:5](=[CH:6][CH:7]=[CH:8][CH:9]=2)[CH:4]=[CH:3][C:2]=1[CH2:11][CH2:12][NH2:13], predict the reactants needed to synthesize it. The reactants are: [CH:1]1[C:10]2[C:5](=[CH:6][CH:7]=[CH:8][CH:9]=2)[CH:4]=[CH:3][C:2]=1[CH2:11][C:12]#[N:13].B.C1COCC1.Cl.C(O)(=O)C(O)=O. (4) Given the product [NH2:2][C:3]1[CH:27]=[CH:26][C:25]([O:28][C:29]([F:31])([F:32])[F:30])=[CH:24][C:4]=1[C:5]([NH:7][CH2:8][C:9]([NH:11][C@@H:12]1[CH2:16][CH2:15][N:14]([CH2:17][C:40]2[C:37]3[C:36](=[CH:35][C:34]([CH3:33])=[CH:39][CH:38]=3)[NH:42][CH:41]=2)[CH2:13]1)=[O:10])=[O:6], predict the reactants needed to synthesize it. The reactants are: Cl.[NH2:2][C:3]1[CH:27]=[CH:26][C:25]([O:28][C:29]([F:32])([F:31])[F:30])=[CH:24][C:4]=1[C:5]([NH:7][CH2:8][C:9]([NH:11][C@@H:12]1[CH2:16][CH2:15][N:14]([CH2:17]C2C=CC=CC=2)[CH2:13]1)=[O:10])=[O:6].[CH3:33][C:34]1[CH:39]=[CH:38][C:37]2[C:40](CN(C)C)=[CH:41][NH:42][C:36]=2[CH:35]=1.C(N(CC)CC)C.[OH-].[Na+]. (5) Given the product [CH:19]1([NH:25][C:26]2[CH:35]=[C:34]3[C:29]([C:30](=[O:46])[C:31]([C:41]([O:43][CH2:44][CH3:45])=[O:42])=[CH:32][N:33]3[CH:36]3[CH2:37][O:38][C:3]([CH2:4][CH3:5])([CH2:2][CH3:1])[O:6][CH2:39]3)=[CH:28][C:27]=2[F:47])[CH2:20][CH2:21][CH2:22][CH2:23][CH2:24]1, predict the reactants needed to synthesize it. The reactants are: [CH3:1][CH2:2][C:3](=[O:6])[CH2:4][CH3:5].O.C1(C)C=CC(S(O)(=O)=O)=CC=1.[CH:19]1([NH:25][C:26]2[CH:35]=[C:34]3[C:29]([C:30](=[O:46])[C:31]([C:41]([O:43][CH2:44][CH3:45])=[O:42])=[CH:32][N:33]3[CH:36]([CH2:39]O)[CH2:37][OH:38])=[CH:28][C:27]=2[F:47])[CH2:24][CH2:23][CH2:22][CH2:21][CH2:20]1. (6) The reactants are: Br[C:2]1[CH:3]=[C:4]2[C:9](=[CH:10][CH:11]=1)[O:8][CH2:7][CH2:6][C:5]2=[O:12].[F:13][C:14]1[CH:15]=[C:16](B(O)O)[CH:17]=[CH:18][CH:19]=1.C(=O)([O-])[O-].[Na+].[Na+]. Given the product [F:13][C:14]1[CH:19]=[C:18]([C:11]2[CH:10]=[C:9]3[C:4]([C:5](=[O:12])[CH2:6][CH2:7][O:8]3)=[CH:3][CH:2]=2)[CH:17]=[CH:16][CH:15]=1, predict the reactants needed to synthesize it.